Task: Predict the reactants needed to synthesize the given product.. Dataset: Full USPTO retrosynthesis dataset with 1.9M reactions from patents (1976-2016) (1) Given the product [NH:1]1[C:2]2[CH:3]=[C:4]([C:5]([OH:7])=[O:6])[CH:8]=[CH:9][C:10]=2[N:11]=[CH:12]1, predict the reactants needed to synthesize it. The reactants are: [NH2:1][C:2]1[CH:3]=[C:4]([CH:8]=[CH:9][C:10]=1[NH2:11])[C:5]([OH:7])=[O:6].[CH:12](O)=O. (2) Given the product [C:53]([C:57]1[S:58][C:59]([C:2]2[N:7]=[C:6]([C@@H:8]([NH:18][C:19](=[O:36])[CH2:20][N:21]3[C:25]4[C:26]([F:30])([F:31])[C@@H:27]5[CH2:29][C@@H:28]5[C:24]=4[C:23]([C:32]([F:34])([F:33])[F:35])=[N:22]3)[CH2:9][C:10]3[CH:15]=[C:14]([F:16])[CH:13]=[C:12]([F:17])[CH:11]=3)[C:5]([C:37]3[CH:38]=[CH:39][C:40]([Cl:52])=[C:41]4[C:45]=3[N:44]([CH3:46])[N:43]=[C:42]4[NH:47][S:48]([CH3:51])(=[O:49])=[O:50])=[CH:4][CH:3]=2)=[CH:60][N:61]=1)([CH3:56])([CH3:55])[CH3:54], predict the reactants needed to synthesize it. The reactants are: Cl[C:2]1[N:7]=[C:6]([C@@H:8]([NH:18][C:19](=[O:36])[CH2:20][N:21]2[C:25]3[C:26]([F:31])([F:30])[C@@H:27]4[CH2:29][C@@H:28]4[C:24]=3[C:23]([C:32]([F:35])([F:34])[F:33])=[N:22]2)[CH2:9][C:10]2[CH:15]=[C:14]([F:16])[CH:13]=[C:12]([F:17])[CH:11]=2)[C:5]([C:37]2[CH:38]=[CH:39][C:40]([Cl:52])=[C:41]3[C:45]=2[N:44]([CH3:46])[N:43]=[C:42]3[NH:47][S:48]([CH3:51])(=[O:50])=[O:49])=[CH:4][CH:3]=1.[C:53]([C:57]1[S:58][C:59]([Sn](CCCC)(CCCC)CCCC)=[CH:60][N:61]=1)([CH3:56])([CH3:55])[CH3:54].[F-].[K+]. (3) The reactants are: [Cl:1][C:2]1[CH:27]=[CH:26][C:5]([CH2:6][N:7]2[C:15]3[C:10](=[CH:11][C:12]([CH:16]=[C:17]4[S:21][C:20](SCC)=[N:19][C:18]4=[O:25])=[CH:13][CH:14]=3)[CH:9]=[N:8]2)=[C:4]([C:28]([F:31])([F:30])[F:29])[CH:3]=1.[CH3:32][N:33]1[CH2:39][CH:38]2[NH:40][CH:35]([CH2:36][CH2:37]2)[CH2:34]1. Given the product [Cl:1][C:2]1[CH:27]=[CH:26][C:5]([CH2:6][N:7]2[C:15]3[C:10](=[CH:11][C:12]([CH:16]=[C:17]4[S:21][C:20]([N:40]5[CH:35]6[CH2:36][CH2:37][CH:38]5[CH2:39][N:33]([CH3:32])[CH2:34]6)=[N:19][C:18]4=[O:25])=[CH:13][CH:14]=3)[CH:9]=[N:8]2)=[C:4]([C:28]([F:29])([F:30])[F:31])[CH:3]=1, predict the reactants needed to synthesize it. (4) Given the product [C:39]([O:38][C:37](=[O:43])[NH:36][CH:33]1[CH2:34][CH2:35][N:30]([C:2]2[CH:29]=[CH:28][C:5]3[N:6]([CH2:9][C:10]4[CH:15]=[CH:14][C:13]([O:16][CH2:17][C:18]5[CH:19]=[N:20][C:21]([O:24][CH3:25])=[CH:22][CH:23]=5)=[C:12]([O:26][CH3:27])[CH:11]=4)[CH:7]=[N:8][C:4]=3[CH:3]=2)[CH2:31][CH2:32]1)([CH3:42])([CH3:40])[CH3:41], predict the reactants needed to synthesize it. The reactants are: I[C:2]1[CH:29]=[CH:28][C:5]2[N:6]([CH2:9][C:10]3[CH:15]=[CH:14][C:13]([O:16][CH2:17][C:18]4[CH:19]=[N:20][C:21]([O:24][CH3:25])=[CH:22][CH:23]=4)=[C:12]([O:26][CH3:27])[CH:11]=3)[CH:7]=[N:8][C:4]=2[CH:3]=1.[NH:30]1[CH2:35][CH2:34][CH:33]([NH:36][C:37](=[O:43])[O:38][C:39]([CH3:42])([CH3:41])[CH3:40])[CH2:32][CH2:31]1.C(=O)([O-])[O-].[K+].[K+].N1CCC[C@H]1C(O)=O.